This data is from Full USPTO retrosynthesis dataset with 1.9M reactions from patents (1976-2016). The task is: Predict the reactants needed to synthesize the given product. (1) The reactants are: [C]=O.[F:3][CH2:4][C:5]1([CH2:27][F:28])[CH:10]=[C:9](OS(C(F)(F)F)(=O)=O)[C:8]2[CH:19]=[C:20]([C:23]([F:26])([F:25])[F:24])[CH:21]=[CH:22][C:7]=2[O:6]1.[C:29]([O-:32])(=[O:31])C.[K+]. Given the product [F:3][CH2:4][C:5]1([CH2:27][F:28])[CH:10]=[C:9]([C:29]([OH:32])=[O:31])[C:8]2[CH:19]=[C:20]([C:23]([F:24])([F:25])[F:26])[CH:21]=[CH:22][C:7]=2[O:6]1, predict the reactants needed to synthesize it. (2) Given the product [C:4]([O:6][CH:7]([CH3:9])[CH3:8])(=[O:5])/[CH:3]=[CH:2]/[C:1]([O:11][CH:12]([CH3:14])[CH3:13])=[O:10].[C:15]([O:22][CH:23]([CH3:25])[CH3:24])(=[O:21])/[CH:16]=[CH:17]/[C:18]([O-:20])=[O:19], predict the reactants needed to synthesize it. The reactants are: [C:1]([O:11][CH:12]([CH3:14])[CH3:13])(=[O:10])/[CH:2]=[CH:3]/[C:4]([O:6][CH:7]([CH3:9])[CH3:8])=[O:5].[C:15]([O:22][CH:23]([CH3:25])[CH3:24])(=[O:21])/[CH:16]=[CH:17]/[C:18]([O-:20])=[O:19].CCCCCC.